Dataset: Full USPTO retrosynthesis dataset with 1.9M reactions from patents (1976-2016). Task: Predict the reactants needed to synthesize the given product. (1) The reactants are: [CH:1]1([N:5]2[C:9]3=[N:10][C:11]([C:14]([O:16]C)=[O:15])=[CH:12][CH:13]=[C:8]3[CH:7]=[C:6]2[Si](C)(C)C)[CH2:4][CH2:3][CH2:2]1.CO.[OH-].[Na+].Cl. Given the product [CH:1]1([N:5]2[C:9]3=[N:10][C:11]([C:14]([OH:16])=[O:15])=[CH:12][CH:13]=[C:8]3[CH:7]=[CH:6]2)[CH2:2][CH2:3][CH2:4]1, predict the reactants needed to synthesize it. (2) Given the product [C:57]([C:54]([C:51]1[CH:52]=[CH:53][C:46]([C:7]2[CH:6]=[N:5][C:4]([C:3]([OH:19])([C:29]3[CH:30]=[N:31][CH:32]=[N:33][CH:34]=3)[C:2]([CH3:1])([CH3:36])[CH3:35])=[CH:9][CH:8]=2)=[C:47]([CH:50]=1)[C:48]#[N:49])([CH3:56])[CH3:55])#[N:58], predict the reactants needed to synthesize it. The reactants are: [CH3:1][C:2]([CH3:36])([CH3:35])[C:3]([C:29]1[CH:30]=[N:31][CH:32]=[N:33][CH:34]=1)([O:19]B1OC(C)(C)C(C)(C)O1)[C:4]1[CH:9]=[CH:8][C:7](B2OC(C)(C)C(C)(C)O2)=[CH:6][N:5]=1.P([O-])([O-])([O-])=O.[K+].[K+].[K+].Br[C:46]1[CH:53]=[CH:52][C:51]([C:54]([C:57]#[N:58])([CH3:56])[CH3:55])=[CH:50][C:47]=1[C:48]#[N:49].O. (3) Given the product [Br:1][C:2]1[CH:30]=[CH:29][C:5]([CH2:6][C:7]2[O:8][C:9]([CH3:28])=[C:10]([CH3:27])[C:11]=2[C:12]([C:14]2[CH:19]=[C:18]([CH:20]([CH3:22])[CH3:21])[C:17]([O:23][S:32]([C:35]3[CH:43]=[CH:42][C:38]([C:39]([OH:41])=[O:40])=[C:37]([OH:44])[CH:36]=3)(=[O:34])=[O:33])=[C:16]([CH:24]([CH3:25])[CH3:26])[CH:15]=2)=[O:13])=[CH:4][CH:3]=1, predict the reactants needed to synthesize it. The reactants are: [Br:1][C:2]1[CH:30]=[CH:29][C:5]([CH2:6][C:7]2[O:8][C:9]([CH3:28])=[C:10]([CH3:27])[C:11]=2[C:12]([C:14]2[CH:19]=[C:18]([CH:20]([CH3:22])[CH3:21])[C:17]([OH:23])=[C:16]([CH:24]([CH3:26])[CH3:25])[CH:15]=2)=[O:13])=[CH:4][CH:3]=1.Cl[S:32]([C:35]1[CH:43]=[CH:42][C:38]([C:39]([OH:41])=[O:40])=[C:37]([OH:44])[CH:36]=1)(=[O:34])=[O:33]. (4) Given the product [NH2:7][CH2:8][C:9]([NH:10][CH2:11][C:12]1[CH:13]=[N:14][CH:15]=[CH:16][CH:17]=1)=[O:18], predict the reactants needed to synthesize it. The reactants are: C(OC(=O)[NH:7][CH2:8][C:9](=[O:18])[NH:10][CH2:11][C:12]1[CH:13]=[N:14][CH:15]=[CH:16][CH:17]=1)(C)(C)C. (5) Given the product [NH:35]1[CH2:36][CH2:37][CH:32]([C:29]2[CH:30]=[CH:31][C:26]([NH:25][C:17]3[N:16]=[C:15]([CH2:14][CH2:13][C:12]4[CH:45]=[CH:46][C:47]([C:49]([F:50])([F:51])[F:52])=[CH:48][C:11]=4[CH2:10][C:9]([NH2:8])=[O:53])[C:20]([C:21]([F:24])([F:22])[F:23])=[CH:19][N:18]=3)=[CH:27][CH:28]=2)[CH2:33][CH2:34]1, predict the reactants needed to synthesize it. The reactants are: C(O)(C(F)(F)F)=O.[NH2:8][C:9](=[O:53])[CH2:10][C:11]1[CH:48]=[C:47]([C:49]([F:52])([F:51])[F:50])[CH:46]=[CH:45][C:12]=1[CH2:13][CH2:14][C:15]1[C:20]([C:21]([F:24])([F:23])[F:22])=[CH:19][N:18]=[C:17]([NH:25][C:26]2[CH:31]=[CH:30][C:29]([CH:32]3[CH2:37][CH2:36][N:35](C(OC(C)(C)C)=O)[CH2:34][CH2:33]3)=[CH:28][CH:27]=2)[N:16]=1. (6) Given the product [Cl:1][C:2]1[C:3]2[CH:10]=[C:9]([I:26])[N:8]([S:11]([C:14]3[CH:19]=[CH:18][C:17]([CH3:20])=[CH:16][CH:15]=3)(=[O:13])=[O:12])[C:4]=2[N:5]=[CH:6][N:7]=1, predict the reactants needed to synthesize it. The reactants are: [Cl:1][C:2]1[C:3]2[CH:10]=[CH:9][N:8]([S:11]([C:14]3[CH:19]=[CH:18][C:17]([CH3:20])=[CH:16][CH:15]=3)(=[O:13])=[O:12])[C:4]=2[N:5]=[CH:6][N:7]=1.C([Li])CCC.[I:26]I. (7) Given the product [Br:1][C:2]1[CH:3]=[C:4]([CH:5]2[O:16][CH2:15][CH2:14][O:6]2)[CH:7]=[C:8]([C:10]([F:11])([F:12])[F:13])[CH:9]=1, predict the reactants needed to synthesize it. The reactants are: [Br:1][C:2]1[CH:3]=[C:4]([CH:7]=[C:8]([C:10]([F:13])([F:12])[F:11])[CH:9]=1)[CH:5]=[O:6].[CH2:14](O)[CH2:15][OH:16].